Predict the reactants needed to synthesize the given product. From a dataset of Full USPTO retrosynthesis dataset with 1.9M reactions from patents (1976-2016). (1) The reactants are: [OH:1][C:2]1[CH:10]=[CH:9][CH:8]=[C:7]2[C:3]=1[CH:4]=[CH:5][NH:6]2.C(=O)([O-])[O-].[K+].[K+].[I-].[Na+].Cl.Cl[CH2:21][CH2:22][N:23]([CH3:25])[CH3:24]. Given the product [NH:6]1[C:7]2[C:3](=[C:2]([O:1][CH2:21][CH2:22][N:23]([CH3:25])[CH3:24])[CH:10]=[CH:9][CH:8]=2)[CH:4]=[CH:5]1, predict the reactants needed to synthesize it. (2) Given the product [Br:10][C:11]1[C:24]2[C:25]3=[C:26]4[C:13](=[CH:14][C:15]([C:33]([CH3:36])([CH3:35])[CH3:34])=[CH:16][C:17]4=[C:18]([Br:32])[C:19]([NH:31][C:43]([C:39]4[S:38][CH:42]=[CH:41][CH:40]=4)=[O:44])=[C:20]3[CH:21]=[C:22]([C:27]([CH3:30])([CH3:29])[CH3:28])[CH:23]=2)[C:12]=1[NH:37][C:43]([C:39]1[S:38][CH:9]=[CH:7][CH:8]=1)=[O:44], predict the reactants needed to synthesize it. The reactants are: C(N([CH:7]([CH3:9])[CH3:8])CC)(C)C.[Br:10][C:11]1[C:24]2[C:25]3[C:26]4[C:13](=[CH:14][C:15]([C:33]([CH3:36])([CH3:35])[CH3:34])=[CH:16][C:17]=4[C:18]([Br:32])=[C:19]([NH2:31])[C:20]=3[CH:21]=[C:22]([C:27]([CH3:30])([CH3:29])[CH3:28])[CH:23]=2)[C:12]=1[NH2:37].[S:38]1[CH:42]=[CH:41][CH:40]=[C:39]1[C:43](Cl)=[O:44]. (3) Given the product [Cl:11][C:8]1[CH:9]=[CH:10][C:5]([CH2:4][C:3]([OH:2])=[O:14])=[C:6]([CH2:12][N:28]2[CH2:29][CH2:30][N:25]([C:23](=[O:24])[CH2:22][C:19]3[CH:20]=[CH:21][C:16]([Cl:15])=[CH:17][CH:18]=3)[C@@H:26]([CH3:38])[CH2:27]2)[CH:7]=1, predict the reactants needed to synthesize it. The reactants are: C[O:2][C:3](=[O:14])[CH2:4][C:5]1[CH:10]=[CH:9][C:8]([Cl:11])=[CH:7][C:6]=1[CH2:12]O.[Cl:15][C:16]1[CH:21]=[CH:20][C:19]([CH2:22][C:23]([N:25]2[CH2:30][CH2:29][N:28](C(OC(C)(C)C)=O)[CH2:27][C@@H:26]2[CH3:38])=[O:24])=[CH:18][CH:17]=1.C([O-])([O-])=O.[K+].[K+]. (4) Given the product [CH3:1][O:2][C:3]1[CH:4]=[C:5]2[C:10](=[C:11]([N:13]3[CH2:18][CH2:17][NH:16][CH2:15][CH2:14]3)[N:12]=1)[N:9]=[CH:8][CH:7]=[CH:6]2, predict the reactants needed to synthesize it. The reactants are: [CH3:1][O:2][C:3]1[CH:4]=[C:5]2[C:10](=[C:11]([NH2:13])[N:12]=1)[N:9]=[CH:8][CH:7]=[CH:6]2.[CH3:14][CH2:15][N:16](CC)[CH2:17][CH3:18].[OH-].[Na+].C([O-])=O.[NH4+]. (5) Given the product [ClH:1].[ClH:20].[CH:21]1([N:24]2[CH2:29][CH2:28][N:27]([C:2]3[C:11]4[C:6](=[CH:7][CH:8]=[CH:9][CH:10]=4)[CH:5]=[C:4]([C:12]4[CH:17]=[CH:16][C:15]([O:18][CH3:19])=[CH:14][CH:13]=4)[N:3]=3)[CH2:26][CH2:25]2)[CH2:23][CH2:22]1, predict the reactants needed to synthesize it. The reactants are: [Cl:1][C:2]1[C:11]2[C:6](=[CH:7][CH:8]=[CH:9][CH:10]=2)[CH:5]=[C:4]([C:12]2[CH:17]=[CH:16][C:15]([O:18][CH3:19])=[CH:14][CH:13]=2)[N:3]=1.[ClH:20].[CH:21]1([N:24]2[CH2:29][CH2:28][NH:27][CH2:26][CH2:25]2)[CH2:23][CH2:22]1.C(=O)([O-])[O-].[K+].[K+].